From a dataset of Full USPTO retrosynthesis dataset with 1.9M reactions from patents (1976-2016). Predict the reactants needed to synthesize the given product. (1) The reactants are: [CH3:1][C:2]1[CH:7]=[C:6]([NH2:8])[CH:5]=[CH:4][N:3]=1.C([O:11][C:12](=[O:17])[CH2:13][N:14]=[C:15]=[O:16])C. Given the product [CH3:1][C:2]1[CH:7]=[C:6]([NH:8][C:15](=[O:16])[NH:14][CH2:13][C:12]([OH:17])=[O:11])[CH:5]=[CH:4][N:3]=1, predict the reactants needed to synthesize it. (2) Given the product [CH3:1][C:2]1[O:6][C:5]([C:7]2[CH:8]=[CH:9][CH:10]=[CH:11][CH:12]=2)=[N:4][C:3]=1[CH2:13][O:14][C:15]1[CH:16]=[CH:17][C:18]([CH2:19][O:20][C:21]2[C:25]([CH2:26][C:27]([OH:29])=[O:28])=[CH:24][N:23]([C:31]3[CH:32]=[CH:33][CH:34]=[CH:35][CH:36]=3)[N:22]=2)=[CH:37][CH:38]=1, predict the reactants needed to synthesize it. The reactants are: [CH3:1][C:2]1[O:6][C:5]([C:7]2[CH:12]=[CH:11][CH:10]=[CH:9][CH:8]=2)=[N:4][C:3]=1[CH2:13][O:14][C:15]1[CH:38]=[CH:37][C:18]([CH2:19][O:20][C:21]2[C:25]([CH2:26][C:27]([O:29]C)=[O:28])=[CH:24][N:23]([C:31]3[CH:36]=[CH:35][CH:34]=[CH:33][CH:32]=3)[N:22]=2)=[CH:17][CH:16]=1.[OH-].[Na+].O1CCCC1.Cl. (3) Given the product [NH2:20][CH2:19][C@@H:16]1[CH2:17][CH2:18][N:14]([CH2:13][CH2:12][N:9]2[C:10]3[C:5](=[CH:4][CH:3]=[C:2]([F:1])[CH:11]=3)[CH:6]=[CH:7][C:8]2=[O:31])[CH2:15]1, predict the reactants needed to synthesize it. The reactants are: [F:1][C:2]1[CH:11]=[C:10]2[C:5]([CH:6]=[CH:7][C:8](=[O:31])[N:9]2[CH2:12][CH2:13][N:14]2[CH2:18][CH2:17][C@@H:16]([CH2:19][NH:20]C(=O)OCC3C=CC=CC=3)[CH2:15]2)=[CH:4][CH:3]=1.